From a dataset of Catalyst prediction with 721,799 reactions and 888 catalyst types from USPTO. Predict which catalyst facilitates the given reaction. (1) Reactant: O[CH:2]([C:16]1[CH:21]=[CH:20][C:19]([S:22]([N:25]2[CH2:30][CH2:29][O:28][CH2:27][CH2:26]2)(=[O:24])=[O:23])=[CH:18][CH:17]=1)[C:3]1[C:11]2[C:10](=[O:12])[CH2:9][C:8]([CH3:14])([CH3:13])[CH2:7][C:6]=2[NH:5][C:4]=1[CH3:15].FC(F)(F)S(O[Si](C)(C)C)(=O)=O.C([SiH](CC)CC)C. Product: [CH3:15][C:4]1[NH:5][C:6]2[CH2:7][C:8]([CH3:14])([CH3:13])[CH2:9][C:10](=[O:12])[C:11]=2[C:3]=1[CH2:2][C:16]1[CH:17]=[CH:18][C:19]([S:22]([N:25]2[CH2:26][CH2:27][O:28][CH2:29][CH2:30]2)(=[O:24])=[O:23])=[CH:20][CH:21]=1. The catalyst class is: 4. (2) Reactant: [CH3:1][N:2]([CH3:20])[C:3]1[C:8]([CH3:9])=[CH:7][N:6]=[C:5]([NH:10][C@@H:11]2[CH2:16][CH2:15][C@H:14]([C:17]([OH:19])=O)[CH2:13][CH2:12]2)[N:4]=1.[Br:21][C:22]1[CH:27]=[CH:26][C:25]([CH:28]([NH2:30])[CH3:29])=[CH:24][CH:23]=1.CN(C(ON1N=NC2C=CC=NC1=2)=[N+](C)C)C.F[P-](F)(F)(F)(F)F.CCN(CC)CC. Product: [Br:21][C:22]1[CH:27]=[CH:26][C:25]([CH:28]([NH:30][C:17]([C@H:14]2[CH2:13][CH2:12][C@@H:11]([NH:10][C:5]3[N:4]=[C:3]([N:2]([CH3:1])[CH3:20])[C:8]([CH3:9])=[CH:7][N:6]=3)[CH2:16][CH2:15]2)=[O:19])[CH3:29])=[CH:24][CH:23]=1. The catalyst class is: 2. (3) Reactant: [F:1][C:2]1[C:11]2[C:6](=[CH:7][CH:8]=[CH:9][CH:10]=2)[C:5]([O:12]C)=[C:4]([C:14]([OH:16])=[O:15])[CH:3]=1. Product: [F:1][C:2]1[C:11]2[C:6](=[CH:7][CH:8]=[CH:9][CH:10]=2)[C:5]([OH:12])=[C:4]([C:14]([OH:16])=[O:15])[CH:3]=1. The catalyst class is: 52. (4) Reactant: [CH3:1][C:2]1[N:10]([CH2:11][C:12]2[CH:17]=[CH:16][C:15]([N+:18]([O-])=O)=[CH:14][CH:13]=2)[C:5]2=[N:6][CH:7]=[CH:8][CH:9]=[C:4]2[C:3]=1[CH2:21][C:22]([OH:24])=[O:23].[OH-].[Na+]. Product: [NH2:18][C:15]1[CH:14]=[CH:13][C:12]([CH2:11][N:10]2[C:5]3=[N:6][CH:7]=[CH:8][CH:9]=[C:4]3[C:3]([CH2:21][C:22]([OH:24])=[O:23])=[C:2]2[CH3:1])=[CH:17][CH:16]=1. The catalyst class is: 36. (5) Reactant: [CH:1]1([N:4]([CH2:6][C:7]2[CH:12]=[CH:11][CH:10]=[C:9]([C:13]#[CH:14])[CH:8]=2)[CH3:5])[CH2:3][CH2:2]1.[CH2:15]([O:22][C:23](=[O:33])[CH:24]=[CH:25][C:26]1[CH:31]=[CH:30][C:29](O)=[CH:28][CH:27]=1)C1C=CC=CC=1.C(N(CC)CC)C.C(OCC)(=O)C. Product: [CH3:15][O:22][C:23](=[O:33])/[CH:24]=[CH:25]/[C:26]1[CH:27]=[CH:28][C:29]([C:14]#[C:13][C:9]2[CH:10]=[CH:11][CH:12]=[C:7]([CH2:6][N:4]([CH:1]3[CH2:3][CH2:2]3)[CH3:5])[CH:8]=2)=[CH:30][CH:31]=1. The catalyst class is: 730. (6) Reactant: [C:1]([C:4]1[CH:5]=[CH:6][C:7]2[S:11](=[O:13])(=[O:12])[CH2:10][CH2:9][C:8]=2[CH:14]=1)(=[O:3])[CH3:2].[BrH:15].BrBr. Product: [Br:15][CH2:2][C:1]([C:4]1[CH:5]=[CH:6][C:7]2[S:11](=[O:12])(=[O:13])[CH2:10][CH2:9][C:8]=2[CH:14]=1)=[O:3]. The catalyst class is: 15. (7) Product: [NH2:9][C@H:8]1[CH2:7][CH2:6][S:5][C@H:4]2[CH2:20][CH2:21][CH2:22][CH2:23][N:3]2[C:2]1=[O:1]. Reactant: [O:1]=[C:2]1[C@@H:8]([NH:9]C(=O)OCC2C=CC=CC=2)[CH2:7][CH2:6][S:5][C@H:4]2[CH2:20][CH2:21][CH2:22][CH2:23][N:3]12.I[Si](C)(C)C. The catalyst class is: 2. (8) Reactant: [CH:1]12[O:7][CH:6]1[CH2:5][CH2:4][N:3]([C:8]([O:10][C:11]([CH3:14])([CH3:13])[CH3:12])=[O:9])[CH2:2]2.[FH:15].F.F.C(N(CC)CC)C.C(=O)(O)[O-].[Na+].C(Cl)Cl. Product: [F:15][C@@H:6]1[CH2:5][CH2:4][N:3]([C:8]([O:10][C:11]([CH3:14])([CH3:13])[CH3:12])=[O:9])[CH2:2][C@H:1]1[OH:7]. The catalyst class is: 26. (9) Product: [CH3:1][O:2][C:3]1[CH:8]=[CH:7][C:6]([C@@H:9]([NH:11][C:12](=[O:17])[CH:13]=[C:14]([NH2:22])[CH3:15])[CH3:10])=[CH:5][CH:4]=1. The catalyst class is: 11. Reactant: [CH3:1][O:2][C:3]1[CH:8]=[CH:7][C:6]([C@@H:9]([NH:11][C:12](=[O:17])[CH2:13][C:14](=O)[CH3:15])[CH3:10])=[CH:5][CH:4]=1.C([O-])(=O)C.[NH4+:22].